From a dataset of Peptide-MHC class II binding affinity with 134,281 pairs from IEDB. Regression. Given a peptide amino acid sequence and an MHC pseudo amino acid sequence, predict their binding affinity value. This is MHC class II binding data. (1) The peptide sequence is YDKFLANWSTVLTGK. The MHC is DRB1_1101 with pseudo-sequence DRB1_1101. The binding affinity (normalized) is 0.383. (2) The peptide sequence is LKRLWKMLDPRQGLA. The MHC is DRB1_0901 with pseudo-sequence DRB1_0901. The binding affinity (normalized) is 0.552. (3) The peptide sequence is NKTKNKTNWKQTWTF. The MHC is DRB1_0701 with pseudo-sequence DRB1_0701. The binding affinity (normalized) is 0.416. (4) The peptide sequence is KGDEQKLRSAGEVEI. The MHC is HLA-DPA10301-DPB10402 with pseudo-sequence HLA-DPA10301-DPB10402. The binding affinity (normalized) is 0.167. (5) The peptide sequence is VSKAPQLVPKLDEVY. The MHC is DRB1_1602 with pseudo-sequence DRB1_1602. The binding affinity (normalized) is 0.149. (6) The peptide sequence is EEREVLMWKFDSALARKH. The MHC is DRB1_0701 with pseudo-sequence DRB1_0701. The binding affinity (normalized) is 0.348.